From a dataset of Reaction yield outcomes from USPTO patents with 853,638 reactions. Predict the reaction yield, written as a fraction of the theoretical maximum amount of product (1.0 means a 100% yield; for example, 0.34 means a 34% yield). (1) The yield is 0.900. The product is [F:1][C:2]1[CH:3]=[C:4]([C:37]2[C:38]([C:43]#[N:44])=[CH:39][CH:40]=[CH:41][CH:42]=2)[CH:5]=[CH:6][C:7]=1[CH2:8][C:9]1[C:10](=[O:36])[N:11]([CH:21]2[CH2:26][CH2:25][CH:24]([O:27][CH:28]([C:30]3([CH:34]([OH:35])[CH3:45])[CH2:31][CH2:32][CH2:33]3)[CH3:29])[CH2:23][CH2:22]2)[C:12]2[N:13]([N:18]=[CH:19][N:20]=2)[C:14]=1[CH2:15][CH2:16][CH3:17]. The reactants are [F:1][C:2]1[CH:3]=[C:4]([C:37]2[C:38]([C:43]#[N:44])=[CH:39][CH:40]=[CH:41][CH:42]=2)[CH:5]=[CH:6][C:7]=1[CH2:8][C:9]1[C:10](=[O:36])[N:11]([CH:21]2[CH2:26][CH2:25][CH:24]([O:27][CH:28]([C:30]3([CH:34]=[O:35])[CH2:33][CH2:32][CH2:31]3)[CH3:29])[CH2:23][CH2:22]2)[C:12]2[N:13]([N:18]=[CH:19][N:20]=2)[C:14]=1[CH2:15][CH2:16][CH3:17].[CH3:45][Mg]Br.Cl. The catalyst is O1CCCC1. (2) The reactants are [CH3:1][CH:2]1[CH2:6][CH2:5][CH:4]([OH:7])[CH2:3]1.C(N(CC)CC)C.[CH3:15][S:16](Cl)(=[O:18])=[O:17]. The catalyst is C(Cl)Cl. The product is [CH3:1][CH:2]1[CH2:6][CH2:5][CH:4]([O:7][S:16]([CH3:15])(=[O:18])=[O:17])[CH2:3]1. The yield is 0.880. (3) The reactants are [F:1][C:2]1[CH:3]=[CH:4][C:5]([N+:17]([O-:19])=[O:18])=[C:6](B2OC(C)(C)C(C)(C)O2)[CH:7]=1.[F:20][C:21]([F:40])([F:39])[C:22]1[CH:23]=[C:24]([CH:36]=[CH:37][CH:38]=1)[CH2:25][NH:26][C:27](=[O:35])[C:28]1[CH:33]=[CH:32][N:31]=[C:30](Cl)[CH:29]=1.CC(C1C=C(C(C)C)C(C2C=CC=CC=2P(C2CCCCC2)C2CCCCC2)=C(C(C)C)C=1)C.[O-]P([O-])([O-])=O.[K+].[K+].[K+]. The catalyst is COCCOC.O.Cl[Pd](Cl)([P](C1C=CC=CC=1)(C1C=CC=CC=1)C1C=CC=CC=1)[P](C1C=CC=CC=1)(C1C=CC=CC=1)C1C=CC=CC=1. The product is [F:39][C:21]([F:20])([F:40])[C:22]1[CH:23]=[C:24]([CH:36]=[CH:37][CH:38]=1)[CH2:25][NH:26][C:27](=[O:35])[C:28]1[CH:29]=[CH:30][N:31]=[C:32]([C:6]2[CH:7]=[C:2]([F:1])[CH:3]=[CH:4][C:5]=2[N+:17]([O-:19])=[O:18])[CH:33]=1. The yield is 0.270. (4) The reactants are [OH:1][CH2:2][C:3]1[CH:26]=[CH:25][C:6]([CH2:7][N:8]2[C:16]([O:17][CH3:18])=[N:15][C:14]3[C:9]2=[N:10][C:11]([O:20][CH2:21][CH2:22][O:23][CH3:24])=[N:12][C:13]=3[NH2:19])=[CH:5][CH:4]=1. The catalyst is C(Cl)(Cl)Cl.[O-2].[O-2].[Mn+4]. The product is [CH:2]([C:3]1[CH:4]=[CH:5][C:6]([CH2:7][N:8]2[C:16]([O:17][CH3:18])=[N:15][C:14]3[C:9]2=[N:10][C:11]([O:20][CH2:21][CH2:22][O:23][CH3:24])=[N:12][C:13]=3[NH2:19])=[CH:25][CH:26]=1)=[O:1]. The yield is 0.950. (5) The reactants are Cl[C:2]1[C:7]([C:8]([O:10][CH2:11][CH3:12])=[O:9])=[CH:6][N:5]=[C:4]([S:13][CH3:14])[N:3]=1.[CH2:15]([NH2:17])[CH3:16]. The catalyst is CC#N. The product is [CH2:15]([NH:17][C:2]1[C:7]([C:8]([O:10][CH2:11][CH3:12])=[O:9])=[CH:6][N:5]=[C:4]([S:13][CH3:14])[N:3]=1)[CH3:16]. The yield is 0.991.